From a dataset of Forward reaction prediction with 1.9M reactions from USPTO patents (1976-2016). Predict the product of the given reaction. (1) Given the reactants [C:1]([N:9]1[C:18]2[C:13](=[CH:14][C:15](C)=[CH:16][CH:17]=2)[CH:12]=[CH:11][CH:10]1[C:20]#[N:21])(=[O:8])[C:2]1[CH:7]=[CH:6][CH:5]=[CH:4][CH:3]=1.[Cl:22]C1C=CC=C2C=1C=CC=N2, predict the reaction product. The product is: [C:1]([N:9]1[C:18]2[C:13](=[C:14]([Cl:22])[CH:15]=[CH:16][CH:17]=2)[CH:12]=[CH:11][CH:10]1[C:20]#[N:21])(=[O:8])[C:2]1[CH:7]=[CH:6][CH:5]=[CH:4][CH:3]=1. (2) Given the reactants Br[C:2]1[CH:7]=[CH:6][N:5]=[C:4]2[N:8]([S:24]([C:27]3[CH:33]=[CH:32][C:30]([CH3:31])=[CH:29][CH:28]=3)(=[O:26])=[O:25])[C:9]([C:11]3[CH2:16][CH2:15][N:14]([C:17]([O:19][C:20]([CH3:23])([CH3:22])[CH3:21])=[O:18])[CH2:13][CH:12]=3)=[CH:10][C:3]=12.[F:34][C:35]1[CH:40]=[CH:39][C:38]([OH:41])=[CH:37][C:36]=1B1OC(C)(C)C(C)(C)O1.C(=O)([O-])[O-].[Na+].[Na+], predict the reaction product. The product is: [F:34][C:35]1[CH:40]=[CH:39][C:38]([OH:41])=[CH:37][C:36]=1[C:2]1[CH:7]=[CH:6][N:5]=[C:4]2[N:8]([S:24]([C:27]3[CH:33]=[CH:32][C:30]([CH3:31])=[CH:29][CH:28]=3)(=[O:25])=[O:26])[C:9]([C:11]3[CH2:16][CH2:15][N:14]([C:17]([O:19][C:20]([CH3:21])([CH3:23])[CH3:22])=[O:18])[CH2:13][CH:12]=3)=[CH:10][C:3]=12.